This data is from Full USPTO retrosynthesis dataset with 1.9M reactions from patents (1976-2016). The task is: Predict the reactants needed to synthesize the given product. The reactants are: [C:1]([C:4]1[CH:9]=[CH:8][CH:7]=[C:6]([C:10](=O)[CH3:11])[N:5]=1)(=[O:3])[CH3:2].[CH3:13][C:14]1[CH:20]=[C:19]([CH3:21])[CH:18]=[C:17]([CH3:22])[C:15]=1[NH2:16]. Given the product [CH3:13][C:14]1[CH:20]=[C:19]([CH3:21])[CH:18]=[C:17]([CH3:22])[C:15]=1[N:16]=[C:10]([C:6]1[CH:7]=[CH:8][CH:9]=[C:4]([C:1](=[O:3])[CH3:2])[N:5]=1)[CH3:11], predict the reactants needed to synthesize it.